From a dataset of Forward reaction prediction with 1.9M reactions from USPTO patents (1976-2016). Predict the product of the given reaction. (1) The product is: [ClH:49].[OH:45][CH2:44][C:41]1[CH:42]=[CH:43][C:38]([C:37]([N:15]2[CH2:14][C@H:13]([NH:12][C:11](=[O:47])[C@@H:9]([NH:7][CH3:6])[CH3:10])[C:19](=[O:20])[N:18]([CH2:21][C:22]3[C:31]4[C:26](=[CH:27][CH:28]=[CH:29][CH:30]=4)[CH:25]=[CH:24][C:23]=3[CH3:32])[C:17]3[CH:33]=[CH:34][CH:35]=[CH:36][C:16]2=3)=[O:46])=[CH:39][CH:40]=1. Given the reactants C(O[C:6](=O)[N:7]([C@H:9]([C:11](=[O:47])[NH:12][C@@H:13]1[C:19](=[O:20])[N:18]([CH2:21][C:22]2[C:31]3[C:26](=[CH:27][CH:28]=[CH:29][CH:30]=3)[CH:25]=[CH:24][C:23]=2[CH3:32])[C:17]2[CH:33]=[CH:34][CH:35]=[CH:36][C:16]=2[N:15]([C:37](=[O:46])[C:38]2[CH:43]=[CH:42][C:41]([CH2:44][OH:45])=[CH:40][CH:39]=2)[CH2:14]1)[CH3:10])C)(C)(C)C.[ClH:49], predict the reaction product. (2) Given the reactants [OH:1][C:2]1[CH:10]=[C:9]([CH3:11])[CH:8]=[CH:7][C:3]=1[C:4](O)=[O:5].[C:12]([O-])([O-])=O.[K+].[K+].CI.CN([CH:23]=[O:24])C, predict the reaction product. The product is: [CH3:12][O:1][C:2]1[CH:10]=[C:9]([CH3:11])[CH:8]=[CH:7][C:3]=1[C:4]([O:24][CH3:23])=[O:5]. (3) Given the reactants Br[C:2]1[CH:8]=[CH:7][C:6]([F:9])=[CH:5][C:3]=1[NH2:4].C1(C)C=CC=CC=1P(C1C=CC=CC=1C)C1C=CC=CC=1C.[C:32]([O:36][CH3:37])(=[O:35])[CH:33]=[CH2:34].C(N(CC)CC)C, predict the reaction product. The product is: [NH2:4][C:3]1[CH:5]=[C:6]([F:9])[CH:7]=[CH:8][C:2]=1/[CH:34]=[CH:33]/[C:32]([O:36][CH3:37])=[O:35].